This data is from Peptide-MHC class II binding affinity with 134,281 pairs from IEDB. The task is: Regression. Given a peptide amino acid sequence and an MHC pseudo amino acid sequence, predict their binding affinity value. This is MHC class II binding data. (1) The peptide sequence is LSLAVSSAVPTSWVP. The MHC is HLA-DQA10201-DQB10402 with pseudo-sequence HLA-DQA10201-DQB10402. The binding affinity (normalized) is 0.391. (2) The peptide sequence is TTEEQKLIEDINVGF. The MHC is HLA-DPA10301-DPB10402 with pseudo-sequence HLA-DPA10301-DPB10402. The binding affinity (normalized) is 0.0928. (3) The peptide sequence is GDSYYYSEPTSENNA. The MHC is HLA-DQA10201-DQB10301 with pseudo-sequence HLA-DQA10201-DQB10301. The binding affinity (normalized) is 0.296. (4) The binding affinity (normalized) is 0.177. The MHC is HLA-DPA10201-DPB10101 with pseudo-sequence HLA-DPA10201-DPB10101. The peptide sequence is LVGPTPANIIGRNLLTQIGC. (5) The peptide sequence is PIVKDASIQVVSAIR. The MHC is DRB1_1501 with pseudo-sequence DRB1_1501. The binding affinity (normalized) is 0.387. (6) The peptide sequence is KTDCTKEVEEAWASA. The MHC is DRB1_1602 with pseudo-sequence DRB1_1602. The binding affinity (normalized) is 0. (7) The peptide sequence is NGKRLEPNWASVKKD. The MHC is DRB1_1302 with pseudo-sequence DRB1_1302. The binding affinity (normalized) is 0.590.